Dataset: Retrosynthesis with 50K atom-mapped reactions and 10 reaction types from USPTO. Task: Predict the reactants needed to synthesize the given product. (1) Given the product COc1ccc(S(=O)(=O)N2C(=O)C(c3ccccc3OC)(N3CC(O)C(O)[C@H]3C(=O)N(C)C)c3cc(Cl)ccc32)c(OC(F)(F)F)c1, predict the reactants needed to synthesize it. The reactants are: COc1ccc(S(=O)(=O)Cl)c(OC(F)(F)F)c1.COc1ccccc1C1(N2CC(O)C(O)[C@H]2C(=O)N(C)C)C(=O)Nc2ccc(Cl)cc21. (2) Given the product Cc1cc(C)c(NC(=O)Nc2cc3ccccc3cc2C(=O)N2CCN(S(C)(=O)=O)C[C@H]2C(=O)O)c(C)c1, predict the reactants needed to synthesize it. The reactants are: COC(=O)[C@@H]1CN(S(C)(=O)=O)CCN1C(=O)c1cc2ccccc2cc1NC(=O)Nc1c(C)cc(C)cc1C. (3) Given the product OCc1cccc(Br)c1F, predict the reactants needed to synthesize it. The reactants are: O=C(O)c1cccc(Br)c1F. (4) Given the product COC(=O)C(OC(C)(C)C)c1c(C)nc2sc3c(c2c1-c1cnn(C)c1)CCCC3, predict the reactants needed to synthesize it. The reactants are: COC(=O)C(OC(C)(C)C)c1c(C)nc2sc3c(c2c1Cl)CCCC3.Cn1cc(B2OC(C)(C)C(C)(C)O2)cn1. (5) Given the product CC(C)Nc1ccc(C(CC2CC2)C(=O)O)nc1, predict the reactants needed to synthesize it. The reactants are: COC(=O)C(CC1CC1)c1ccc(NC(C)C)cn1. (6) Given the product CC(=O)c1cnc2c(ccn2COCC[Si](C)(C)C)c1NC1CCN(Cc2ccccc2)CC1, predict the reactants needed to synthesize it. The reactants are: CC(=O)c1cnc2c(ccn2COCC[Si](C)(C)C)c1Cl.NC1CCN(Cc2ccccc2)CC1. (7) Given the product COC(=O)c1cccc(-c2ccccc2)[n+]1[O-], predict the reactants needed to synthesize it. The reactants are: COC(=O)c1cccc(-c2ccccc2)n1.O=S([O-])([O-])=S. (8) Given the product CC(c1ccc(-c2ccc(-c3cncnc3)cc2)cc1)N1CCCC1, predict the reactants needed to synthesize it. The reactants are: CC(c1ccc(-c2ccc(Br)cc2)cc1)N1CCCC1.OB(O)c1cncnc1.